This data is from Full USPTO retrosynthesis dataset with 1.9M reactions from patents (1976-2016). The task is: Predict the reactants needed to synthesize the given product. (1) Given the product [CH2:16]([O:1][C:2]1[CH:9]=[C:8]([CH3:10])[C:5]([CH:6]=[O:7])=[C:4]([CH3:11])[C:3]=1[CH3:12])[C:17]#[C:18][CH2:19][CH3:20], predict the reactants needed to synthesize it. The reactants are: [OH:1][C:2]1[CH:9]=[C:8]([CH3:10])[C:5]([CH:6]=[O:7])=[C:4]([CH3:11])[C:3]=1[CH3:12].[H-].[Na+].Br[CH2:16][C:17]#[C:18][CH2:19][CH3:20].Cl. (2) Given the product [C:22]([O:26][C:27](=[O:30])[CH2:28][O:1][C:2]1[CH:3]=[C:4]2[C:9](=[CH:10][CH:11]=1)[N:8]=[C:7]([C:12]([O:14][CH3:15])=[O:13])[CH:6]=[CH:5]2)([CH3:25])([CH3:24])[CH3:23], predict the reactants needed to synthesize it. The reactants are: [OH:1][C:2]1[CH:3]=[C:4]2[C:9](=[CH:10][CH:11]=1)[N:8]=[C:7]([C:12]([O:14][CH3:15])=[O:13])[CH:6]=[CH:5]2.C(=O)([O-])[O-].[Cs+].[Cs+].[C:22]([O:26][C:27](=[O:30])[CH2:28]Br)([CH3:25])([CH3:24])[CH3:23]. (3) Given the product [CH3:38][O:37][C:35](=[O:36])[C:34]1[CH:39]=[CH:40][C:31]([CH2:29][N:18]([CH2:17][C:9]2[NH:8][C:12]3[CH:13]=[CH:14][CH:15]=[CH:16][C:11]=3[N:10]=2)[CH:19]2[C:28]3[N:27]=[CH:26][CH:25]=[CH:24][C:23]=3[CH2:22][CH2:21][CH2:20]2)=[CH:32][CH:33]=1, predict the reactants needed to synthesize it. The reactants are: C(OC([N:8]1[C:12]2[CH:13]=[CH:14][CH:15]=[CH:16][C:11]=2[N:10]=[C:9]1[CH2:17][NH:18][CH:19]1[C:28]2[N:27]=[CH:26][CH:25]=[CH:24][C:23]=2[CH2:22][CH2:21][CH2:20]1)=O)(C)(C)C.[CH:29]([C:31]1[CH:40]=[CH:39][C:34]([C:35]([O:37][CH3:38])=[O:36])=[CH:33][CH:32]=1)=O.[BH-](OC(C)=O)(OC(C)=O)OC(C)=O.[Na+].C(=O)(O)[O-].[Na+]. (4) Given the product [CH3:21][O:22][CH2:23][O:19][C:15]1[CH:16]=[CH:17][CH:18]=[C:13]([N+:10]([O-:12])=[O:11])[CH:14]=1, predict the reactants needed to synthesize it. The reactants are: C(N(CC)C(C)C)(C)C.[N+:10]([C:13]1[CH:14]=[C:15]([OH:19])[CH:16]=[CH:17][CH:18]=1)([O-:12])=[O:11].Cl[CH2:21][O:22][CH3:23]. (5) Given the product [CH3:15][N:16]1[C:4]([OH:5])=[CH:3][C:2]([C:9]2[CH:14]=[CH:13][CH:12]=[CH:11][N:10]=2)=[N:17]1, predict the reactants needed to synthesize it. The reactants are: O=[C:2]([C:9]1[CH:14]=[CH:13][CH:12]=[CH:11][N:10]=1)[CH2:3][C:4](OCC)=[O:5].[CH3:15][NH:16][NH2:17]. (6) Given the product [Cl:26][C:22]1[CH:21]=[C:20]([C:27]2[N:31]([CH3:32])[N:30]=[N:29][C:28]=2[CH3:33])[C:19]([Cl:34])=[C:18]2[C:23]=1[CH2:24][CH2:25][N:16]([CH2:15][C:14]1[C:9](=[O:8])[NH:10][C:11]([CH3:37])=[CH:12][C:13]=1[CH3:36])[C:17]2=[O:35], predict the reactants needed to synthesize it. The reactants are: C([O:8][C:9]1[C:14]([CH2:15][N:16]2[CH2:25][CH2:24][C:23]3[C:18](=[C:19]([Cl:34])[C:20]([C:27]4[N:31]([CH3:32])[N:30]=[N:29][C:28]=4[CH3:33])=[CH:21][C:22]=3[Cl:26])[C:17]2=[O:35])=[C:13]([CH3:36])[CH:12]=[C:11]([CH3:37])[N:10]=1)C1C=CC=CC=1.ClCCl.CO. (7) The reactants are: Br[CH2:2][C:3]1[CH:8]=[CH:7][N:6]=[CH:5][CH:4]=1.C([O-])([O-])=O.[K+].[K+].C1(O)C=CC=CC=1.[OH:22][C@@H:23]([C:34]1[CH:39]=[CH:38][CH:37]=[C:36]([OH:40])[CH:35]=1)[CH2:24][CH2:25][NH:26][C:27](=[O:33])[O:28][C:29]([CH3:32])([CH3:31])[CH3:30]. Given the product [OH:22][C@@H:23]([C:34]1[CH:39]=[CH:38][CH:37]=[C:36]([O:40][CH2:2][C:3]2[CH:8]=[CH:7][N:6]=[CH:5][CH:4]=2)[CH:35]=1)[CH2:24][CH2:25][NH:26][C:27](=[O:33])[O:28][C:29]([CH3:32])([CH3:31])[CH3:30], predict the reactants needed to synthesize it. (8) Given the product [NH2:11][C:12]1[C:13]([C:25]([NH:27][C:28]2[CH:29]=[N:30][CH:31]=[CH:32][C:33]=2[N:34]2[CH2:39][CH2:38][CH2:37][C@H:36]([NH2:40])[CH2:35]2)=[O:26])=[N:14][C:15]2[C:20]([CH:21]=1)=[CH:19][C:18]([F:22])=[C:17]([CH2:23][CH3:24])[CH:16]=2, predict the reactants needed to synthesize it. The reactants are: C(OC([NH:11][C:12]1[C:13]([C:25]([NH:27][C:28]2[CH:29]=[N:30][CH:31]=[CH:32][C:33]=2[N:34]2[CH2:39][CH2:38][CH2:37][C@H:36]([NH:40]C(=O)OCC3C=CC=CC=3)[CH2:35]2)=[O:26])=[N:14][C:15]2[C:20]([CH:21]=1)=[CH:19][C:18]([F:22])=[C:17]([CH:23]=[CH2:24])[CH:16]=2)=O)C1C=CC=CC=1.